Task: Predict the reactants needed to synthesize the given product.. Dataset: Full USPTO retrosynthesis dataset with 1.9M reactions from patents (1976-2016) (1) Given the product [F:1][C:2]1[CH:9]=[CH:8][C:5]([CH:6]2[C:24]3[C:25](=[O:29])[NH:26][N:27]([CH3:28])[C:23]=3[NH:22][C:20]3[CH2:15][CH2:16][C:17](=[O:18])[C:19]2=3)=[CH:4][C:3]=1[C:10]1[O:11][CH:12]=[CH:13][CH:14]=1, predict the reactants needed to synthesize it. The reactants are: [F:1][C:2]1[CH:9]=[CH:8][C:5]([CH:6]=O)=[CH:4][C:3]=1[C:10]1[O:11][CH:12]=[CH:13][CH:14]=1.[CH2:15]1[C:20](=O)[CH2:19][C:17](=[O:18])[CH2:16]1.[NH2:22][C:23]1[N:27]([CH3:28])[NH:26][C:25](=[O:29])[CH:24]=1. (2) Given the product [CH3:32][C:2]([CH3:1])([CH3:31])[C:3](=[O:30])[CH2:4][O:5][C:6]1[CH:11]=[CH:10][C:9]([C:12]([C:17]2[CH:22]=[CH:21][C:20]([N:23]([CH3:33])[S:24]([CH3:27])(=[O:26])=[O:25])=[C:19]([CH3:28])[CH:18]=2)([CH2:15][CH3:16])[CH2:13][CH3:14])=[CH:8][C:7]=1[CH3:29], predict the reactants needed to synthesize it. The reactants are: [CH3:1][C:2]([CH3:32])([CH3:31])[C:3](=[O:30])[CH2:4][O:5][C:6]1[CH:11]=[CH:10][C:9]([C:12]([C:17]2[CH:22]=[CH:21][C:20]([NH:23][S:24]([CH3:27])(=[O:26])=[O:25])=[C:19]([CH3:28])[CH:18]=2)([CH2:15][CH3:16])[CH2:13][CH3:14])=[CH:8][C:7]=1[CH3:29].[C:33]1(P(C2C=CC=CC=2)C2C=CC=CC=2)C=CC=CC=1.CO.CCOC(/N=N/C(OCC)=O)=O.